From a dataset of Reaction yield outcomes from USPTO patents with 853,638 reactions. Predict the reaction yield, written as a fraction of the theoretical maximum amount of product (1.0 means a 100% yield; for example, 0.34 means a 34% yield). (1) The reactants are [C:1]([C:3]1[CH:10]=[CH:9][C:6]([C:7]#[N:8])=[CH:5][CH:4]=1)#[CH:2].[Cl:11][C:12]1[CH:17]=[CH:16][C:15](I)=[CH:14][CH:13]=1.N1CCC[C@H]1C(O)=O.O=C1O[C@H]([C@H](CO)O)C(O)=C1O.[N-:39]=[N+:40]=[N-:41].[Na+].[O-]S([O-])(=O)=O.[Na+].[Na+]. The catalyst is CS(C)=O.O.[O-]S([O-])(=O)=O.[Cu+2]. The product is [Cl:11][C:12]1[CH:17]=[CH:16][C:15]([N:39]2[CH:2]=[C:1]([C:3]3[CH:10]=[CH:9][C:6]([C:7]#[N:8])=[CH:5][CH:4]=3)[N:41]=[N:40]2)=[CH:14][CH:13]=1. The yield is 0.480. (2) The product is [NH2:1][C:2]1[N:7]=[C:6]([S:8]([NH:11][C:12](=[O:22])[C:13]2[CH:18]=[CH:17][C:16]([C:26]3[CH:27]=[C:28]([O:30][CH2:31][CH:32]([CH3:33])[CH3:34])[CH:29]=[C:24]([F:23])[CH:25]=3)=[C:15]([F:20])[C:14]=2[F:21])(=[O:10])=[O:9])[CH:5]=[CH:4][CH:3]=1. The catalyst is C1C=CC(P(C2C=CC=CC=2)[C-]2C=CC=C2)=CC=1.C1C=CC(P(C2C=CC=CC=2)[C-]2C=CC=C2)=CC=1.Cl[Pd]Cl.[Fe+2].O. The yield is 0.203. The reactants are [NH2:1][C:2]1[N:7]=[C:6]([S:8]([NH:11][C:12](=[O:22])[C:13]2[CH:18]=[CH:17][C:16](Br)=[C:15]([F:20])[C:14]=2[F:21])(=[O:10])=[O:9])[CH:5]=[CH:4][CH:3]=1.[F:23][C:24]1[CH:25]=[C:26](B(O)O)[CH:27]=[C:28]([O:30][CH2:31][CH:32]([CH3:34])[CH3:33])[CH:29]=1.C(=O)([O-])[O-].[K+].[K+].CN(C)C=O. (3) The reactants are [C:1]([NH:4][C:5](=[CH2:10])[C:6]([O:8][CH3:9])=[O:7])(=[O:3])[CH3:2].C(O[K])(C)(C)C.C1(C)C=CC=CC=1. The catalyst is CC(O)(C)C. The product is [C:1]([NH:4][CH:5]([CH3:10])[C:6]([O:8][CH3:9])=[O:7])(=[O:3])[CH3:2]. The yield is 0.525.